Task: Predict the reactants needed to synthesize the given product.. Dataset: Full USPTO retrosynthesis dataset with 1.9M reactions from patents (1976-2016) (1) Given the product [F:1][C:2]1[CH:10]=[CH:9][C:8]([S:11](=[O:14])(=[O:13])[NH2:12])=[CH:7][C:3]=1[C:4]([O:6][CH3:17])=[O:5], predict the reactants needed to synthesize it. The reactants are: [F:1][C:2]1[CH:10]=[CH:9][C:8]([S:11](=[O:14])(=[O:13])[NH2:12])=[CH:7][C:3]=1[C:4]([OH:6])=[O:5].IC.[C:17](=O)([O-])[O-].[K+].[K+]. (2) Given the product [C:33]([O:32][C:30](=[O:31])[NH:29][C@H:21]([C:20](=[O:37])[NH:19][C@H:15]1[CH2:14][CH2:13][C@@H:12]([CH3:38])[NH:11][CH2:17][C@@H:16]1[OH:18])[CH2:22][CH:23]1[CH2:24][CH2:25][CH2:26][CH2:27][CH2:28]1)([CH3:34])([CH3:35])[CH3:36], predict the reactants needed to synthesize it. The reactants are: C(OC([N:11]1[CH2:17][C@H:16]([OH:18])[C@@H:15]([NH:19][C:20](=[O:37])[C@@H:21]([NH:29][C:30]([O:32][C:33]([CH3:36])([CH3:35])[CH3:34])=[O:31])[CH2:22][CH:23]2[CH2:28][CH2:27][CH2:26][CH2:25][CH2:24]2)[CH2:14][CH2:13][C@H:12]1[CH3:38])=O)C1C=CC=CC=1.[H][H]. (3) Given the product [C:12]1([S:18]([C:21]2[S:25][C:24]([N:26]3[CH:8]([C:7]4[CH:10]=[CH:11][C:4]([CH:1]([CH3:3])[CH3:2])=[CH:5][CH:6]=4)[C:32]([C:33](=[O:41])[C:34]4[CH:39]=[CH:38][C:37]([CH3:40])=[CH:36][CH:35]=4)=[C:31]([OH:42])[C:30]3=[O:29])=[N:23][CH:22]=2)(=[O:20])=[O:19])[CH:13]=[CH:14][CH:15]=[CH:16][CH:17]=1, predict the reactants needed to synthesize it. The reactants are: [CH:1]([C:4]1[CH:11]=[CH:10][C:7]([CH:8]=O)=[CH:6][CH:5]=1)([CH3:3])[CH3:2].[C:12]1([S:18]([C:21]2[S:25][C:24]([NH2:26])=[N:23][CH:22]=2)(=[O:20])=[O:19])[CH:17]=[CH:16][CH:15]=[CH:14][CH:13]=1.C([O:29][C:30](=O)[C:31]([OH:42])=[CH:32][C:33](=[O:41])[C:34]1[CH:39]=[CH:38][C:37]([CH3:40])=[CH:36][CH:35]=1)C. (4) The reactants are: [I:1][C:2]1[CH:7]=[CH:6][NH:5][C:4](=[O:8])[CH:3]=1.Br[CH:10]([CH2:16][CH2:17][CH2:18][CH3:19])[C:11]([O:13][CH2:14][CH3:15])=[O:12].[H-].[Na+].[Br-].[Li+]. Given the product [I:1][C:2]1[CH:7]=[CH:6][N:5]([CH:10]([CH2:16][CH2:17][CH2:18][CH3:19])[C:11]([O:13][CH2:14][CH3:15])=[O:12])[C:4](=[O:8])[CH:3]=1, predict the reactants needed to synthesize it.